The task is: Predict the product of the given reaction.. This data is from Forward reaction prediction with 1.9M reactions from USPTO patents (1976-2016). (1) Given the reactants Br[C:2]1[C:3]([C:13]2[S:14][CH:15]=[C:16]([C:18]([F:21])([F:20])[F:19])[N:17]=2)=[CH:4][C:5]([NH:8][C:9]([NH:11][CH3:12])=[O:10])=[N:6][CH:7]=1.O1CCOCC1.C(=O)(O)[O-].[Na+].CC1(C)C(C)(C)OB([C:41]2[CH:42]=[N:43][CH:44]=[C:45]([CH:50]=2)[C:46]([O:48][CH3:49])=[O:47])O1, predict the reaction product. The product is: [CH3:12][NH:11][C:9](=[O:10])[NH:8][C:5]1[N:6]=[CH:7][C:2]([C:41]2[CH:42]=[N:43][CH:44]=[C:45]([C:46]([O:48][CH3:49])=[O:47])[CH:50]=2)=[C:3]([C:13]2[S:14][CH:15]=[C:16]([C:18]([F:21])([F:20])[F:19])[N:17]=2)[CH:4]=1. (2) Given the reactants Br[C:2]1[CH:3]=[C:4]([CH:12]=[CH:13][C:14]=1[CH3:15])[C:5]([O:7][C:8]([CH3:11])([CH3:10])[CH3:9])=[O:6].[Br:16][C:17]1[CH:22]=[CH:21]C(C2C=CC(C(O)=O)=CC=2)=[CH:19][CH:18]=1.S(Cl)(Cl)=O.CC(C)([O-])C.[Li+], predict the reaction product. The product is: [Br:16][C:17]1[CH:22]=[CH:21][C:15]([C:14]2[CH:13]=[CH:12][C:4]([C:5]([O:7][C:8]([CH3:11])([CH3:10])[CH3:9])=[O:6])=[CH:3][CH:2]=2)=[CH:19][CH:18]=1.